From a dataset of Peptide-MHC class I binding affinity with 185,985 pairs from IEDB/IMGT. Regression. Given a peptide amino acid sequence and an MHC pseudo amino acid sequence, predict their binding affinity value. This is MHC class I binding data. (1) The peptide sequence is DLPPAIAAE. The binding affinity (normalized) is 0.0847. The MHC is HLA-B58:01 with pseudo-sequence HLA-B58:01. (2) The peptide sequence is VMPEKRNVV. The MHC is HLA-A02:02 with pseudo-sequence HLA-A02:02. The binding affinity (normalized) is 0.353. (3) The peptide sequence is LLTEVETYV. The MHC is HLA-B08:02 with pseudo-sequence HLA-B08:02. The binding affinity (normalized) is 0.0847.